From a dataset of Full USPTO retrosynthesis dataset with 1.9M reactions from patents (1976-2016). Predict the reactants needed to synthesize the given product. (1) Given the product [CH3:35][N:36]1[CH2:41][CH2:40][N:39]([CH2:2][C:3]([NH:5][C:6]2[N:7]=[C:8]3[CH:13]=[CH:12][C:11]([O:14][C:15]4[CH:16]=[C:17]([NH:21][C:22](=[O:33])[C:23]5[CH:28]=[CH:27][CH:26]=[C:25]([C:29]([F:32])([F:31])[F:30])[CH:24]=5)[CH:18]=[CH:19][CH:20]=4)=[N:10][N:9]3[CH:34]=2)=[O:4])[CH2:38][CH2:37]1, predict the reactants needed to synthesize it. The reactants are: Cl[CH2:2][C:3]([NH:5][C:6]1[N:7]=[C:8]2[CH:13]=[CH:12][C:11]([O:14][C:15]3[CH:16]=[C:17]([NH:21][C:22](=[O:33])[C:23]4[CH:28]=[CH:27][CH:26]=[C:25]([C:29]([F:32])([F:31])[F:30])[CH:24]=4)[CH:18]=[CH:19][CH:20]=3)=[N:10][N:9]2[CH:34]=1)=[O:4].[CH3:35][N:36]1[CH2:41][CH2:40][NH:39][CH2:38][CH2:37]1. (2) Given the product [OH:11][C@H:10]([C:12]1[C:13]([CH3:22])=[C:14]2[C:18](=[CH:19][CH:20]=1)[C:17](=[O:21])[O:16][CH2:15]2)[CH2:9][N:6]1[CH2:7][CH2:8][C:4]([CH2:3][NH:2][C:33](=[O:34])[C:32]2[CH:36]=[CH:37][C:29]([N:24]3[CH:28]=[N:27][N:26]=[N:25]3)=[N:30][CH:31]=2)([CH3:23])[CH2:5]1, predict the reactants needed to synthesize it. The reactants are: Cl.[NH2:2][CH2:3][C:4]1([CH3:23])[CH2:8][CH2:7][N:6]([CH2:9][C@@H:10]([C:12]2[C:13]([CH3:22])=[C:14]3[C:18](=[CH:19][CH:20]=2)[C:17](=[O:21])[O:16][CH2:15]3)[OH:11])[CH2:5]1.[N:24]1([C:29]2[CH:37]=[CH:36][C:32]([C:33](O)=[O:34])=[CH:31][N:30]=2)[CH:28]=[N:27][N:26]=[N:25]1. (3) The reactants are: Br[C:2]1[CH:9]=[CH:8][C:5]([CH:6]=[O:7])=[CH:4][CH:3]=1.[CH3:10][N:11]([CH3:20])[C:12]1[CH:17]=[CH:16][C:15]([CH:18]=[CH2:19])=[CH:14][CH:13]=1. Given the product [CH3:20][N:11]([CH3:10])[C:12]1[CH:17]=[CH:16][C:15](/[CH:18]=[CH:19]/[C:2]2[CH:9]=[CH:8][C:5]([CH:6]=[O:7])=[CH:4][CH:3]=2)=[CH:14][CH:13]=1, predict the reactants needed to synthesize it. (4) Given the product [NH2:1][C:2]1([C:16]2[S:17][C:18]([C:21]3[CH:26]=[C:25]([CH3:27])[CH:24]=[C:23]([NH:28][C:29]4[CH:34]=[C:33]([C:35]([F:36])([F:38])[F:37])[CH:32]=[CH:31][N:30]=4)[N:22]=3)=[CH:19][N:20]=2)[CH2:11][CH2:10][CH2:9][C:8]2[CH:7]=[C:6]([C:12]([OH:14])=[O:13])[CH:5]=[CH:4][C:3]1=2, predict the reactants needed to synthesize it. The reactants are: [NH2:1][C:2]1([C:16]2[S:17][C:18]([C:21]3[CH:26]=[C:25]([CH3:27])[CH:24]=[C:23]([NH:28][C:29]4[CH:34]=[C:33]([C:35]([F:38])([F:37])[F:36])[CH:32]=[CH:31][N:30]=4)[N:22]=3)=[CH:19][N:20]=2)[CH2:11][CH2:10][CH2:9][C:8]2[CH:7]=[C:6]([C:12]([O:14]C)=[O:13])[CH:5]=[CH:4][C:3]1=2.[OH-].[Na+].FC(F)(F)C([O-])=O. (5) Given the product [ClH:42].[NH:13]1[C:17]2[CH:18]=[CH:19][CH:20]=[CH:21][C:16]=2[NH:15][C:14]1=[C:22]([C:23]([C:25]1[CH:32]=[CH:31][CH:30]=[C:27]([CH:28]([OH:29])[C:2]2[CH:7]=[CH:6][CH:5]=[CH:4][N:3]=2)[CH:26]=1)=[O:24])[C:33]([C:35]1[CH:40]=[CH:39][CH:38]=[C:37]([F:41])[CH:36]=1)=[O:34], predict the reactants needed to synthesize it. The reactants are: Br[C:2]1[CH:7]=[CH:6][CH:5]=[CH:4][N:3]=1.C([Li])CCC.[NH:13]1[C:17]2[CH:18]=[CH:19][CH:20]=[CH:21][C:16]=2[NH:15][C:14]1=[C:22]([C:33]([C:35]1[CH:40]=[CH:39][CH:38]=[C:37]([F:41])[CH:36]=1)=[O:34])[C:23]([C:25]1[CH:26]=[C:27]([CH:30]=[CH:31][CH:32]=1)[CH:28]=[O:29])=[O:24].[Cl-:42].[NH4+].